This data is from Forward reaction prediction with 1.9M reactions from USPTO patents (1976-2016). The task is: Predict the product of the given reaction. (1) Given the reactants [CH3:1][C:2]1[C:6]([C:7]([NH:9][N:10]2[CH2:15][CH2:14][CH2:13][CH2:12][CH2:11]2)=[O:8])=[N:5][N:4]([C:16]2[CH:17]=[CH:18][C:19]([Cl:23])=[CH:20][C:21]=2[Cl:22])[C:3]=1[C:24]1[CH:25]=[CH:26][C:27]([Cl:30])=[CH:28][CH:29]=1.O.CO, predict the reaction product. The product is: [CH3:1][C:2]1[C:6]([C:7]([NH:9][N:10]2[CH2:11][CH2:12][CH2:13][CH2:14][CH2:15]2)=[O:8])=[N:5][N:4]([C:16]2[CH:17]=[CH:18][C:19]([Cl:23])=[CH:20][C:21]=2[Cl:22])[C:3]=1[C:24]1[CH:25]=[CH:26][C:27]([Cl:30])=[CH:28][CH:29]=1.[ClH:22]. (2) Given the reactants [CH3:1][C:2]1[CH:7]=[CH:6][C:5]([C:8]2[O:9][C:10]([CH3:13])=[N:11][N:12]=2)=[CH:4][C:3]=1[C:14]1[CH:19]=[CH:18][C:17]([C:20]([NH:22][CH2:23][C:24]2[CH:29]=[CH:28][CH:27]=[C:26]([CH3:30])[CH:25]=2)=[O:21])=[CH:16][CH:15]=1.I[CH3:32], predict the reaction product. The product is: [CH3:1][C:2]1[CH:7]=[CH:6][C:5]([C:8]2[O:9][C:10]([CH3:13])=[N:11][N:12]=2)=[CH:4][C:3]=1[C:14]1[CH:15]=[CH:16][C:17]([C:20]([N:22]([CH3:32])[CH2:23][C:24]2[CH:29]=[CH:28][CH:27]=[C:26]([CH3:30])[CH:25]=2)=[O:21])=[CH:18][CH:19]=1. (3) Given the reactants Cl[CH2:2][NH:3][C:4]([C:6]1[S:10][N:9]=[C:8]([Cl:11])[C:7]=1[Cl:12])=[O:5].O.O.[C:15]1([S:21]([O-:23])=[O:22])[CH:20]=[CH:19][CH:18]=[CH:17][CH:16]=1.[Na+].O, predict the reaction product. The product is: [C:15]1([S:21]([CH2:2][NH:3][C:4]([C:6]2[S:10][N:9]=[C:8]([Cl:11])[C:7]=2[Cl:12])=[O:5])(=[O:23])=[O:22])[CH:20]=[CH:19][CH:18]=[CH:17][CH:16]=1. (4) Given the reactants [C:1]([O:5][C:6](=[O:29])[NH:7][CH2:8][CH2:9][O:10][C:11]1[CH:16]=[CH:15][C:14]([C:17]2[CH:18]=[CH:19][C:20]3[N:21]([CH:23]=[C:24]([CH3:26])[N:25]=3)[N:22]=2)=[CH:13][C:12]=1[O:27][CH3:28])([CH3:4])([CH3:3])[CH3:2].C1C(=O)N([Br:37])C(=O)C1.CCOC(C)=O, predict the reaction product. The product is: [C:1]([O:5][C:6](=[O:29])[NH:7][CH2:8][CH2:9][O:10][C:11]1[CH:16]=[CH:15][C:14]([C:17]2[CH:18]=[CH:19][C:20]3[N:21]([C:23]([Br:37])=[C:24]([CH3:26])[N:25]=3)[N:22]=2)=[CH:13][C:12]=1[O:27][CH3:28])([CH3:4])([CH3:3])[CH3:2]. (5) Given the reactants [C:1](Cl)(=[O:8])[C:2]1[CH:7]=[CH:6][CH:5]=[CH:4][CH:3]=1.[NH2:10][C:11]1[CH:16]=[CH:15][C:14]([C:17](=[O:24])[CH2:18][CH2:19][C:20]([O:22]C)=[O:21])=[CH:13][CH:12]=1, predict the reaction product. The product is: [C:1]([NH:10][C:11]1[CH:12]=[CH:13][C:14]([C:17](=[O:24])[CH2:18][CH2:19][C:20]([OH:22])=[O:21])=[CH:15][CH:16]=1)(=[O:8])[C:2]1[CH:7]=[CH:6][CH:5]=[CH:4][CH:3]=1. (6) Given the reactants [NH2:1][C:2]1[N:6]([C:7]([CH3:10])([CH3:9])[CH3:8])[CH:5]=[C:4]([C:11]#[N:12])[CH:3]=1.[N+:13]([CH:16]([CH:19]=O)[CH:17]=O)([O-:15])=[O:14].[Na].Cl, predict the reaction product. The product is: [C:7]([N:6]1[C:2]2=[N:1][CH:17]=[C:16]([N+:13]([O-:15])=[O:14])[CH:19]=[C:3]2[C:4]([C:11]#[N:12])=[CH:5]1)([CH3:8])([CH3:9])[CH3:10]. (7) Given the reactants [CH3:1][C:2]1[O:3][C:4]2[C:9]([C:10](=[O:12])[CH:11]=1)=[CH:8][CH:7]=[CH:6][C:5]=2[CH:13]=O.O=[C:16]([CH3:23])[CH2:17][C:18]([O:20][CH2:21][CH3:22])=[O:19].[NH2:24][C:25]([CH3:39])=[CH:26][C:27]([C:29]1[CH:34]=[CH:33][C:32]([C:35]([CH3:38])([CH3:37])[CH3:36])=[CH:31][CH:30]=1)=[O:28].C(O)(=O)C, predict the reaction product. The product is: [CH3:23][C:16]1[NH:24][C:25]([CH3:39])=[C:26]([C:27](=[O:28])[C:29]2[CH:34]=[CH:33][C:32]([C:35]([CH3:37])([CH3:36])[CH3:38])=[CH:31][CH:30]=2)[CH:13]([C:5]2[CH:6]=[CH:7][CH:8]=[C:9]3[C:4]=2[O:3][C:2]([CH3:1])=[CH:11][C:10]3=[O:12])[C:17]=1[C:18]([O:20][CH2:21][CH3:22])=[O:19].